From a dataset of NCI-60 drug combinations with 297,098 pairs across 59 cell lines. Regression. Given two drug SMILES strings and cell line genomic features, predict the synergy score measuring deviation from expected non-interaction effect. (1) Drug 2: CC1=CC2C(CCC3(C2CCC3(C(=O)C)OC(=O)C)C)C4(C1=CC(=O)CC4)C. Synergy scores: CSS=21.2, Synergy_ZIP=-7.65, Synergy_Bliss=-6.29, Synergy_Loewe=-6.23, Synergy_HSA=-3.31. Cell line: A498. Drug 1: C1CN1C2=NC(=NC(=N2)N3CC3)N4CC4. (2) Drug 1: CC1=C(C(=CC=C1)Cl)NC(=O)C2=CN=C(S2)NC3=CC(=NC(=N3)C)N4CCN(CC4)CCO. Drug 2: CC1=C(N=C(N=C1N)C(CC(=O)N)NCC(C(=O)N)N)C(=O)NC(C(C2=CN=CN2)OC3C(C(C(C(O3)CO)O)O)OC4C(C(C(C(O4)CO)O)OC(=O)N)O)C(=O)NC(C)C(C(C)C(=O)NC(C(C)O)C(=O)NCCC5=NC(=CS5)C6=NC(=CS6)C(=O)NCCC[S+](C)C)O. Cell line: UACC62. Synergy scores: CSS=24.2, Synergy_ZIP=-7.78, Synergy_Bliss=-2.37, Synergy_Loewe=-0.227, Synergy_HSA=0.904.